From a dataset of Forward reaction prediction with 1.9M reactions from USPTO patents (1976-2016). Predict the product of the given reaction. (1) Given the reactants F[C:2]1[CH:3]=[C:4]([C:9]2[CH:10]=[C:11]([C:20]([O:22]C)=[O:21])[C:12](=[O:19])[N:13](CC(C)C)[N:14]=2)[CH:5]=[CH:6][C:7]=1[F:8].[F:24]C1C=C(F)C=CC=1C(=O)CC(C(OCC)=O)(O)C(OCC)=O, predict the reaction product. The product is: [C:20]([C:11]1[C:12](=[O:19])[NH:13][N:14]=[C:9]([C:4]2[CH:5]=[CH:6][C:7]([F:8])=[CH:2][C:3]=2[F:24])[CH:10]=1)([OH:22])=[O:21]. (2) Given the reactants O1CCCC1.Br[C:7]1[CH:16]=[N:15][C:10]2[O:11][CH2:12][CH2:13][NH:14][C:9]=2[CH:8]=1.[C:17]([C:20]1[CH:25]=[CH:24][C:23](B(O)O)=[CH:22][CH:21]=1)(=[O:19])[CH3:18].C(=O)([O-])[O-].[K+].[K+], predict the reaction product. The product is: [NH:14]1[CH2:13][CH2:12][O:11][C:10]2[N:15]=[CH:16][C:7]([C:23]3[CH:24]=[CH:25][C:20]([C:17](=[O:19])[CH3:18])=[CH:21][CH:22]=3)=[CH:8][C:9]1=2.